Dataset: Full USPTO retrosynthesis dataset with 1.9M reactions from patents (1976-2016). Task: Predict the reactants needed to synthesize the given product. (1) The reactants are: [F:1][C:2]1[CH:7]=[CH:6][C:5]([F:8])=[CH:4][C:3]=1[S:9][CH2:10][CH2:11][N:12]1[CH2:17][CH2:16][C:15]([CH2:23][CH2:24][CH2:25][C:26]2[C:35]3[C:30](=[CH:31][CH:32]=[C:33]([O:36][CH3:37])[CH:34]=3)[N:29]=[CH:28][C:27]=2[F:38])([C:18]([O:20]CC)=[O:19])[CH2:14][CH2:13]1.[OH-].[Na+]. Given the product [F:1][C:2]1[CH:7]=[CH:6][C:5]([F:8])=[CH:4][C:3]=1[S:9][CH2:10][CH2:11][N:12]1[CH2:13][CH2:14][C:15]([CH2:23][CH2:24][CH2:25][C:26]2[C:35]3[C:30](=[CH:31][CH:32]=[C:33]([O:36][CH3:37])[CH:34]=3)[N:29]=[CH:28][C:27]=2[F:38])([C:18]([OH:20])=[O:19])[CH2:16][CH2:17]1, predict the reactants needed to synthesize it. (2) Given the product [CH:1]1([O:5][CH2:6][C:7]([CH:13]2[CH2:14][CH2:15][CH2:16][CH2:17][CH2:18]2)([CH2:8][O:9][CH3:23])[CH2:10][O:11][CH3:12])[CH2:2][CH2:3][CH2:4]1, predict the reactants needed to synthesize it. The reactants are: [CH:1]1([O:5][CH2:6][C:7]([CH:13]2[CH2:18][CH2:17][CH2:16][CH2:15][CH2:14]2)([CH2:10][O:11][CH3:12])[CH2:8][OH:9])[CH2:4][CH2:3][CH2:2]1.[H-].[Na+].CI.[CH3:23]CCCCC.C(OCC)(=O)C.